From a dataset of Peptide-MHC class II binding affinity with 134,281 pairs from IEDB. Regression. Given a peptide amino acid sequence and an MHC pseudo amino acid sequence, predict their binding affinity value. This is MHC class II binding data. (1) The peptide sequence is DENPYKTWAYHGSYEVK. The MHC is DRB1_0701 with pseudo-sequence DRB1_0701. The binding affinity (normalized) is 0.843. (2) The peptide sequence is LDLAVNAAVDAGIHF. The MHC is DRB1_1602 with pseudo-sequence DRB1_1602. The binding affinity (normalized) is 0.192. (3) The peptide sequence is LDYKECEWPLTHTIG. The MHC is HLA-DQA10501-DQB10302 with pseudo-sequence HLA-DQA10501-DQB10302. The binding affinity (normalized) is 0. (4) The peptide sequence is TTIAVSMANIFRGSY. The MHC is DRB1_1302 with pseudo-sequence DRB1_1302. The binding affinity (normalized) is 1.00. (5) The MHC is HLA-DPA10301-DPB10402 with pseudo-sequence HLA-DPA10301-DPB10402. The binding affinity (normalized) is 0.0496. The peptide sequence is DDLMIRVIAQGPTAT. (6) The peptide sequence is HFFIGDFFVDHYYSE. The MHC is HLA-DPA10201-DPB10501 with pseudo-sequence HLA-DPA10201-DPB10501. The binding affinity (normalized) is 0.433. (7) The peptide sequence is LSPLSNMVSMANNHM. The MHC is DRB1_1602 with pseudo-sequence DRB1_1602. The binding affinity (normalized) is 0.474.